Regression. Given a peptide amino acid sequence and an MHC pseudo amino acid sequence, predict their binding affinity value. This is MHC class II binding data. From a dataset of Peptide-MHC class II binding affinity with 134,281 pairs from IEDB. (1) The peptide sequence is VMDGKMVDEEPVALL. The MHC is DRB1_0101 with pseudo-sequence DRB1_0101. The binding affinity (normalized) is 0.575. (2) The peptide sequence is RKHIEWNCDVCRHGD. The MHC is DRB1_0101 with pseudo-sequence DRB1_0101. The binding affinity (normalized) is 0. (3) The peptide sequence is SAAQRRGRIGRNPNR. The MHC is HLA-DQA10501-DQB10302 with pseudo-sequence HLA-DQA10501-DQB10302. The binding affinity (normalized) is 0. (4) The peptide sequence is NGNELLLDLSLTKVN. The MHC is HLA-DQA10401-DQB10402 with pseudo-sequence HLA-DQA10401-DQB10402. The binding affinity (normalized) is 0.235. (5) The peptide sequence is EALYLVCGE. The MHC is HLA-DQA10501-DQB10201 with pseudo-sequence HLA-DQA10501-DQB10201. The binding affinity (normalized) is 0.363. (6) The peptide sequence is SQDLELSWNLNVLQAY. The MHC is DRB1_1302 with pseudo-sequence DRB1_1302. The binding affinity (normalized) is 0.824. (7) The peptide sequence is AAKPAAAATATATAA. The MHC is HLA-DQA10102-DQB10502 with pseudo-sequence HLA-DQA10102-DQB10502. The binding affinity (normalized) is 0. (8) The MHC is DRB1_0301 with pseudo-sequence DRB1_0301. The binding affinity (normalized) is 0.565. The peptide sequence is TTSVIPAARLFKAFI. (9) The peptide sequence is FEVRHQKLVFFAEDV. The MHC is H-2-IAb with pseudo-sequence H-2-IAb. The binding affinity (normalized) is 0.